Dataset: Reaction yield outcomes from USPTO patents with 853,638 reactions. Task: Predict the reaction yield, written as a fraction of the theoretical maximum amount of product (1.0 means a 100% yield; for example, 0.34 means a 34% yield). (1) The reactants are [O:1]1[C:5]2[CH:6]=[CH:7][C:8]([C:10]3([C:13]([NH:15][C:16]4[CH:17]=[C:18]5[C:22](=[CH:23][CH:24]=4)[NH:21][C:20]([C:25](OCC)=[O:26])=[CH:19]5)=[O:14])[CH2:12][CH2:11]3)=[CH:9][C:4]=2[O:3][CH2:2]1.[Li+].[BH4-]. The catalyst is C1COCC1.O. The product is [O:1]1[C:5]2[CH:6]=[CH:7][C:8]([C:10]3([C:13]([NH:15][C:16]4[CH:17]=[C:18]5[C:22](=[CH:23][CH:24]=4)[NH:21][C:20]([CH2:25][OH:26])=[CH:19]5)=[O:14])[CH2:12][CH2:11]3)=[CH:9][C:4]=2[O:3][CH2:2]1. The yield is 0.730. (2) The reactants are O[C@H:2]([CH2:35][O:36][Si:37]([CH:44]([CH3:46])[CH3:45])([CH:41]([CH3:43])[CH3:42])[CH:38]([CH3:40])[CH3:39])[CH2:3][NH:4][C:5]([C:7]1[NH:8][C:9]([C:12]2[CH:17]=[C:16]([O:18][Si:19]([CH:26]([CH3:28])[CH3:27])([CH:23]([CH3:25])[CH3:24])[CH:20]([CH3:22])[CH3:21])[CH:15]=[C:14]([O:29][C@@H:30]([CH3:34])[CH2:31][O:32][CH3:33])[CH:13]=2)=[CH:10][CH:11]=1)=[O:6].CS(O)(=O)=O.C(N(CC)CC)C.O. The catalyst is O1CCCC1. The product is [CH3:33][O:32][CH2:31][C@H:30]([CH3:34])[O:29][C:14]1[CH:13]=[C:12]([C:9]2[NH:8][C:7]([C:5]3[O:6][C@@H:2]([CH2:35][O:36][Si:37]([CH:38]([CH3:40])[CH3:39])([CH:44]([CH3:46])[CH3:45])[CH:41]([CH3:42])[CH3:43])[CH2:3][N:4]=3)=[CH:11][CH:10]=2)[CH:17]=[C:16]([O:18][Si:19]([CH:26]([CH3:27])[CH3:28])([CH:23]([CH3:25])[CH3:24])[CH:20]([CH3:22])[CH3:21])[CH:15]=1. The yield is 0.950. (3) The reactants are Br[C:2]1[CH:7]=[CH:6][C:5]([Br:8])=[CH:4][N:3]=1.[NH2:9][CH2:10][CH2:11][C:12]1[CH:17]=[CH:16][C:15]([OH:18])=[CH:14][CH:13]=1.C(OCC)(=O)C.Cl. The catalyst is O. The product is [Br:8][C:5]1[CH:6]=[CH:7][C:2]([NH:9][CH2:10][CH2:11][C:12]2[CH:17]=[CH:16][C:15]([OH:18])=[CH:14][CH:13]=2)=[N:3][CH:4]=1. The yield is 0.800.